Predict the reactants needed to synthesize the given product. From a dataset of Full USPTO retrosynthesis dataset with 1.9M reactions from patents (1976-2016). (1) Given the product [CH3:14][CH:2]([CH2:3][CH2:4][CH2:5][CH:6]([CH2:7][CH2:8][CH2:9][C:10]([CH3:12])=[O:11])[CH3:13])[CH3:1], predict the reactants needed to synthesize it. The reactants are: [CH3:1][C:2]([CH3:14])=[CH:3][CH2:4][CH2:5]/[C:6](/[CH3:13])=[CH:7]/[CH:8]=[CH:9]/[C:10]([CH3:12])=[O:11]. (2) The reactants are: [F:1][C:2]1[CH:8]=[CH:7][C:5]([NH2:6])=[CH:4][C:3]=1[C:9]([F:12])([F:11])[F:10].N1C=CC=CC=1.Cl[C:20](OC1C=CC=CC=1)=[O:21].[Cl:29][C:30]1[CH:36]=[C:35]([O:37][C:38]2[C:39]3[N:46]([CH3:47])[CH:45]=[CH:44][C:40]=3[N:41]=[CH:42][N:43]=2)[CH:34]=[CH:33][C:31]=1[NH2:32]. Given the product [Cl:29][C:30]1[CH:36]=[C:35]([O:37][C:38]2[C:39]3[N:46]([CH3:47])[CH:45]=[CH:44][C:40]=3[N:41]=[CH:42][N:43]=2)[CH:34]=[CH:33][C:31]=1[NH:32][C:20]([NH:6][C:5]1[CH:7]=[CH:8][C:2]([F:1])=[C:3]([C:9]([F:10])([F:11])[F:12])[CH:4]=1)=[O:21], predict the reactants needed to synthesize it.